From a dataset of Forward reaction prediction with 1.9M reactions from USPTO patents (1976-2016). Predict the product of the given reaction. The product is: [Br:16][CH2:17][CH2:18][CH2:19][C:20]([O:1][CH2:2][CH:3]([NH:8][C:9]([O:10][C:11]([CH3:13])([CH3:12])[CH3:14])=[O:15])[CH2:4][CH:5]([CH3:7])[CH3:6])=[O:21]. Given the reactants [OH:1][CH2:2][CH:3]([NH:8][C:9](=[O:15])[O:10][C:11]([CH3:14])([CH3:13])[CH3:12])[CH2:4][CH:5]([CH3:7])[CH3:6].[Br:16][CH2:17][CH2:18][CH2:19][C:20](O)=[O:21].C(Cl)CCl, predict the reaction product.